From a dataset of Full USPTO retrosynthesis dataset with 1.9M reactions from patents (1976-2016). Predict the reactants needed to synthesize the given product. (1) Given the product [Cl:18][C:14]1[CH:13]=[C:12]([CH:17]=[CH:16][CH:15]=1)[CH2:11][N:10]1[C:6]([C:4]([OH:3])=[O:5])=[CH:7][C:8]2[CH:21]=[C:20]([C:27]3[S:28][C:24]([CH3:23])=[CH:25][CH:26]=3)[S:19][C:9]1=2, predict the reactants needed to synthesize it. The reactants are: C([O:3][C:4]([C:6]1[N:10]([CH2:11][C:12]2[CH:17]=[CH:16][CH:15]=[C:14]([Cl:18])[CH:13]=2)[C:9]2[S:19][C:20](Br)=[CH:21][C:8]=2[CH:7]=1)=[O:5])C.[CH3:23][C:24]1[S:28][C:27]([Sn](CCCC)(CCCC)CCCC)=[CH:26][CH:25]=1. (2) Given the product [Br:25][C:22]1[CH:23]=[CH:24][C:19]([CH2:18][N:14]2[CH:15]=[CH:16][CH:17]=[C:12]([C:10]([NH:9][C@@H:5]([CH2:4][CH2:3][CH2:2][NH:1][C:38](=[NH:43])[CH3:39])[C:6]([OH:8])=[O:7])=[O:11])[C:13]2=[O:26])=[CH:20][CH:21]=1.[C:27]([OH:33])([C:29]([F:32])([F:31])[F:30])=[O:28], predict the reactants needed to synthesize it. The reactants are: [NH2:1][CH2:2][CH2:3][CH2:4][C@H:5]([NH:9][C:10]([C:12]1[C:13](=[O:26])[N:14]([CH2:18][C:19]2[CH:24]=[CH:23][C:22]([Br:25])=[CH:21][CH:20]=2)[CH:15]=[CH:16][CH:17]=1)=[O:11])[C:6]([OH:8])=[O:7].[C:27]([OH:33])([C:29]([F:32])([F:31])[F:30])=[O:28].C(O)C.Cl.[C:38](=[NH:43])(OCC)[CH3:39]. (3) Given the product [Cl:1][C:2]1[N:7]=[C:6]([C:8]2[S:12][C:11]([CH:13]([CH3:15])[CH3:14])=[N:10][C:9]=2[C:16]2[CH:17]=[CH:18][C:19]([F:23])=[C:20]([NH:21][S:31]([C:27]3[CH:28]=[CH:29][CH:30]=[C:25]([F:24])[CH:26]=3)(=[O:33])=[O:32])[CH:22]=2)[CH:5]=[CH:4][N:3]=1, predict the reactants needed to synthesize it. The reactants are: [Cl:1][C:2]1[N:7]=[C:6]([C:8]2[S:12][C:11]([CH:13]([CH3:15])[CH3:14])=[N:10][C:9]=2[C:16]2[CH:17]=[CH:18][C:19]([F:23])=[C:20]([CH:22]=2)[NH2:21])[CH:5]=[CH:4][N:3]=1.[F:24][C:25]1[CH:26]=[C:27]([S:31](Cl)(=[O:33])=[O:32])[CH:28]=[CH:29][CH:30]=1. (4) Given the product [I:38][C:13]1[C:14]([C:24]2[CH:25]=[CH:26][C:27]([CH3:30])=[CH:28][CH:29]=2)=[N:15][N:16]([C:17]2[CH:22]=[CH:21][CH:20]=[CH:19][C:18]=2[CH3:23])[C:12]=1[NH:11][C:5]1[CH:4]=[CH:3][C:2]([CH3:1])=[CH:10][C:6]=1[C:7]([OH:9])=[O:8], predict the reactants needed to synthesize it. The reactants are: [CH3:1][C:2]1[CH:3]=[CH:4][C:5]([NH:11][C:12]2[N:16]([C:17]3[CH:22]=[CH:21][CH:20]=[CH:19][C:18]=3[CH3:23])[N:15]=[C:14]([C:24]3[CH:29]=[CH:28][C:27]([CH3:30])=[CH:26][CH:25]=3)[CH:13]=2)=[C:6]([CH:10]=1)[C:7]([OH:9])=[O:8].C1C(=O)N([I:38])C(=O)C1.O. (5) Given the product [NH2:37][C:36]1[C:31]([NH:30][C:25]2[CH:26]=[C:27]3[C:22](=[CH:23][CH:24]=2)[CH2:21][CH:20]([N:12]([CH2:11][C:8]2[N:7]=[CH:6][C:5]4[O:4][CH2:3][CH2:2][O:1][C:10]=4[CH:9]=2)[C:13](=[O:19])[O:14][C:15]([CH3:18])([CH3:16])[CH3:17])[CH2:29][CH2:28]3)=[N:32][C:33]([O:40][CH3:41])=[CH:34][CH:35]=1, predict the reactants needed to synthesize it. The reactants are: [O:1]1[C:10]2[CH:9]=[C:8]([CH2:11][N:12]([CH:20]3[CH2:29][CH2:28][C:27]4[C:22](=[CH:23][CH:24]=[C:25]([NH:30][C:31]5[C:36]([N+:37]([O-])=O)=[CH:35][CH:34]=[C:33]([O:40][CH3:41])[N:32]=5)[CH:26]=4)[CH2:21]3)[C:13](=[O:19])[O:14][C:15]([CH3:18])([CH3:17])[CH3:16])[N:7]=[CH:6][C:5]=2[O:4][CH2:3][CH2:2]1.